Dataset: Full USPTO retrosynthesis dataset with 1.9M reactions from patents (1976-2016). Task: Predict the reactants needed to synthesize the given product. Given the product [F:26][C:23]1[CH:22]=[CH:21][C:20]([O:19][CH2:18][C@H:15]2[CH2:14][N:11]3[CH2:12][CH2:13][NH:8][CH2:9][C@@H:10]3[CH2:17][CH2:16]2)=[CH:25][CH:24]=1, predict the reactants needed to synthesize it. The reactants are: C([N:8]1[CH2:13][CH2:12][N:11]2[CH2:14][C@H:15]([CH2:18][O:19][C:20]3[CH:25]=[CH:24][C:23]([F:26])=[CH:22][CH:21]=3)[CH2:16][CH2:17][C@H:10]2[CH2:9]1)(OC(C)(C)C)=O.